Dataset: Forward reaction prediction with 1.9M reactions from USPTO patents (1976-2016). Task: Predict the product of the given reaction. (1) Given the reactants C(=O)([O-])[O-].[Cs+].[Cs+].[CH2:7]([C:9]1[C:13]([N+:14]([O-:16])=[O:15])=[C:12]([C:17]([NH2:19])=[O:18])[NH:11][N:10]=1)[CH3:8].Cl[CH2:21][C:22]1[CH:27]=[CH:26][CH:25]=[CH:24][N:23]=1.O, predict the reaction product. The product is: [CH2:7]([C:9]1[C:13]([N+:14]([O-:16])=[O:15])=[C:12]([C:17]([NH2:19])=[O:18])[N:11]([CH2:21][C:22]2[CH:27]=[CH:26][CH:25]=[CH:24][N:23]=2)[N:10]=1)[CH3:8]. (2) Given the reactants [F:1][C:2]([F:22])([F:21])[C:3]1[CH:4]=[C:5]([CH:14]=[C:15]([C:17]([F:20])([F:19])[F:18])[CH:16]=1)[C:6]([NH:8][CH2:9][CH2:10][C:11]([OH:13])=O)=[O:7].[Cl:23][C:24]1[CH:31]=[CH:30][C:27]([CH2:28][NH2:29])=[CH:26][CH:25]=1.O.ON1C2C=CC=CC=2N=N1.Cl.CN(C)CCCN=C=NCC.C(N(CC)C(C)C)(C)C, predict the reaction product. The product is: [Cl:23][C:24]1[CH:31]=[CH:30][C:27]([CH2:28][NH:29][C:11](=[O:13])[CH2:10][CH2:9][NH:8][C:6](=[O:7])[C:5]2[CH:4]=[C:3]([C:2]([F:21])([F:1])[F:22])[CH:16]=[C:15]([C:17]([F:19])([F:20])[F:18])[CH:14]=2)=[CH:26][CH:25]=1. (3) Given the reactants [Br:1][C:2]1[CH:7]=[CH:6][C:5]([CH:8]([OH:12])[C:9]([OH:11])=[O:10])=[CH:4][CH:3]=1.[CH3:13]OC(OC)(C)C, predict the reaction product. The product is: [Br:1][C:2]1[CH:3]=[CH:4][C:5]([CH:8]([OH:12])[C:9]([O:11][CH3:13])=[O:10])=[CH:6][CH:7]=1. (4) Given the reactants [OH:1][C:2]1[CH:11]=[CH:10][C:9]2[C:4](=[CH:5][CH:6]=[C:7]([O:12][CH3:13])[CH:8]=2)[C:3]=1[C:14]([C:16]1[CH:21]=[CH:20][C:19]([O:22][CH2:23][CH2:24][N:25]2[CH2:30][CH2:29][CH2:28][CH2:27][CH2:26]2)=[CH:18][CH:17]=1)=[O:15].[H-].[Al+3].[Li+].[H-].[H-].[H-].Cl, predict the reaction product. The product is: [OH:15][CH:14]([C:16]1[CH:21]=[CH:20][C:19]([O:22][CH2:23][CH2:24][N:25]2[CH2:26][CH2:27][CH2:28][CH2:29][CH2:30]2)=[CH:18][CH:17]=1)[C:3]1[C:4]2[C:9](=[CH:8][C:7]([O:12][CH3:13])=[CH:6][CH:5]=2)[CH:10]=[CH:11][C:2]=1[OH:1]. (5) Given the reactants [C:1]([CH2:3][C:4]([O:6][CH3:7])=[O:5])#[N:2].C(=O)([O-])[O-].[K+].[K+].Br[CH2:15][CH2:16][CH2:17][CH2:18]Br, predict the reaction product. The product is: [CH3:7][O:6][C:4]([C:3]1([C:1]#[N:2])[CH2:18][CH2:17][CH2:16][CH2:15]1)=[O:5]. (6) Given the reactants CC(OC(/N=N/C(OC(C)C)=O)=O)C.[OH:15][C:16]1[CH:17]=[C:18]([CH:23]=[C:24]([O:26][CH2:27][C:28]2[CH:33]=[CH:32][CH:31]=[CH:30][CH:29]=2)[CH:25]=1)[C:19]([O:21][CH3:22])=[O:20].[F:34][CH2:35][CH:36](O)[CH2:37][F:38].C1(P(C2C=CC=CC=2)C2C=CC=CC=2)C=CC=CC=1, predict the reaction product. The product is: [F:34][CH2:35][CH:36]([O:15][C:16]1[CH:17]=[C:18]([CH:23]=[C:24]([O:26][CH2:27][C:28]2[CH:33]=[CH:32][CH:31]=[CH:30][CH:29]=2)[CH:25]=1)[C:19]([O:21][CH3:22])=[O:20])[CH2:37][F:38].